This data is from Peptide-MHC class II binding affinity with 134,281 pairs from IEDB. The task is: Regression. Given a peptide amino acid sequence and an MHC pseudo amino acid sequence, predict their binding affinity value. This is MHC class II binding data. (1) The peptide sequence is LMVVVIPEPGQQRSI. The MHC is DRB1_1301 with pseudo-sequence DRB1_1301. The binding affinity (normalized) is 0.558. (2) The peptide sequence is KIQNVIIDECY. The MHC is HLA-DQA10501-DQB10201 with pseudo-sequence HLA-DQA10501-DQB10201. The binding affinity (normalized) is 0.460. (3) The peptide sequence is LVKFVAGDGDVVAVD. The binding affinity (normalized) is 0.0813. The MHC is HLA-DQA10201-DQB10202 with pseudo-sequence HLA-DQA10201-DQB10202. (4) The peptide sequence is QEALNIALVAVSLIA. The MHC is DRB1_1302 with pseudo-sequence DRB1_1302. The binding affinity (normalized) is 0.650. (5) The peptide sequence is DSYKFIPTLVAAVKQ. The MHC is HLA-DQA10102-DQB10502 with pseudo-sequence HLA-DQA10102-DQB10502. The binding affinity (normalized) is 0. (6) The peptide sequence is TAGEIHAVPFGLVSM. The binding affinity (normalized) is 0.898. The MHC is DRB3_0301 with pseudo-sequence DRB3_0301. (7) The peptide sequence is NSFKPFAEYKSDYVY. The MHC is HLA-DPA10301-DPB10402 with pseudo-sequence HLA-DPA10301-DPB10402. The binding affinity (normalized) is 0.277. (8) The peptide sequence is PAAHAAQGYKVLVLNPSVAA. The MHC is DRB1_1101 with pseudo-sequence DRB1_1101. The binding affinity (normalized) is 0.480. (9) The peptide sequence is LIDVSGITLKQATTA. The MHC is DRB3_0101 with pseudo-sequence DRB3_0101. The binding affinity (normalized) is 0.157. (10) The binding affinity (normalized) is 0. The MHC is DRB1_1301 with pseudo-sequence DRB1_1301. The peptide sequence is DWLNKYSYYPEDPVK.